Dataset: Catalyst prediction with 721,799 reactions and 888 catalyst types from USPTO. Task: Predict which catalyst facilitates the given reaction. (1) Reactant: [OH-].[Na+].[NH:3]1[CH2:11][CH2:10][CH:6]([C:7]([OH:9])=[O:8])[CH2:5][CH2:4]1.[C:12](O[C:12]([O:14][C:15]([CH3:18])([CH3:17])[CH3:16])=[O:13])([O:14][C:15]([CH3:18])([CH3:17])[CH3:16])=[O:13]. Product: [C:12]([N:3]1[CH2:11][CH2:10][CH:6]([C:7]([OH:9])=[O:8])[CH2:5][CH2:4]1)([O:14][C:15]([CH3:18])([CH3:17])[CH3:16])=[O:13]. The catalyst class is: 127. (2) Reactant: [Br:1][C:2]1[CH:8]=[CH:7][C:5]([NH2:6])=[C:4]([F:9])[CH:3]=1.[C:10](OC(=O)C)(=[O:12])[CH3:11]. Product: [Br:1][C:2]1[CH:8]=[CH:7][C:5]([NH:6][C:10](=[O:12])[CH3:11])=[C:4]([F:9])[CH:3]=1. The catalyst class is: 25. (3) Reactant: Cl.C(OC(=O)[NH:8][C@H:9]([C:17](=[O:37])[NH:18][C@H:19]1[CH2:25][CH2:24][C@@H:23]([CH3:26])[N:22]([S:27]([C:30]2[CH:35]=[CH:34][CH:33]=[CH:32][N:31]=2)(=[O:29])=[O:28])[CH2:21][C@@H:20]1[OH:36])[CH2:10][CH:11]1[CH2:16][CH2:15][CH2:14][CH2:13][CH2:12]1)(C)(C)C. Product: [NH2:8][C@@H:9]([CH2:10][CH:11]1[CH2:16][CH2:15][CH2:14][CH2:13][CH2:12]1)[C:17]([NH:18][C@H:19]1[CH2:25][CH2:24][C@@H:23]([CH3:26])[N:22]([S:27]([C:30]2[CH:35]=[CH:34][CH:33]=[CH:32][N:31]=2)(=[O:28])=[O:29])[CH2:21][C@@H:20]1[OH:36])=[O:37]. The catalyst class is: 169. (4) Reactant: [C:1]([O:5][C:6](=[O:39])[CH2:7][O:8][C:9]1[C:14]2[CH2:15][CH2:16][CH2:17][CH2:18][CH:19]([NH:20][S:21]([C:24]3[CH:29]=[CH:28][C:27]([C:30]4[CH:35]=[CH:34][CH:33]=[C:32]([CH:36]([CH3:38])[CH3:37])[CH:31]=4)=[CH:26][N:25]=3)(=[O:23])=[O:22])[C:13]=2[CH:12]=[CH:11][CH:10]=1)([CH3:4])([CH3:3])[CH3:2].CI.[C:42]([O-])([O-])=O.[K+].[K+]. Product: [C:1]([O:5][C:6](=[O:39])[CH2:7][O:8][C:9]1[C:14]2[CH2:15][CH2:16][CH2:17][CH2:18][CH:19]([N:20]([S:21]([C:24]3[CH:29]=[CH:28][C:27]([C:30]4[CH:35]=[CH:34][CH:33]=[C:32]([CH:36]([CH3:37])[CH3:38])[CH:31]=4)=[CH:26][N:25]=3)(=[O:23])=[O:22])[CH3:42])[C:13]=2[CH:12]=[CH:11][CH:10]=1)([CH3:4])([CH3:3])[CH3:2]. The catalyst class is: 3. (5) Reactant: [CH3:1][O:2][C:3]1[C:11]2[C:6](=[N:7][CH:8]=[C:9]([NH2:12])[CH:10]=2)[NH:5][N:4]=1.[CH2:13]([O:20][C:21]1[CH:22]=[C:23]([CH:27]=[CH:28][CH:29]=1)[C:24](O)=[O:25])[C:14]1[CH:19]=[CH:18][CH:17]=[CH:16][CH:15]=1.Cl.C(N=C=NCCCN(C)C)C.ON1C2C=CC=CC=2N=N1. Product: [CH2:13]([O:20][C:21]1[CH:22]=[C:23]([CH:27]=[CH:28][CH:29]=1)[C:24]([NH:12][C:9]1[CH:10]=[C:11]2[C:3]([O:2][CH3:1])=[N:4][NH:5][C:6]2=[N:7][CH:8]=1)=[O:25])[C:14]1[CH:15]=[CH:16][CH:17]=[CH:18][CH:19]=1. The catalyst class is: 31. (6) Reactant: [NH:1]1[CH:6]=[CH:5][CH:4]=[CH:3][C:2]1=[O:7].Br[C:9]1[CH:14]=[CH:13][C:12]([N+:15]([O-:17])=[O:16])=[CH:11][CH:10]=1.CNCCNC.[O-]P([O-])([O-])=O.[K+].[K+].[K+]. Product: [N+:15]([C:12]1[CH:13]=[CH:14][C:9]([N:1]2[CH:6]=[CH:5][CH:4]=[CH:3][C:2]2=[O:7])=[CH:10][CH:11]=1)([O-:17])=[O:16]. The catalyst class is: 185.